Dataset: Catalyst prediction with 721,799 reactions and 888 catalyst types from USPTO. Task: Predict which catalyst facilitates the given reaction. (1) Reactant: F[P-](F)(F)(F)(F)F.N1(OC(N(C)C)=[N+](C)C)C2N=CC=CC=2N=N1.[CH2:25]([C:27]1[CH:35]=[CH:34][C:30]([C:31]([OH:33])=O)=[CH:29][C:28]=1[N:36]([CH3:47])[C:37]1[N:42]=[CH:41][C:40]2[N:43]=[CH:44][N:45]([CH3:46])[C:39]=2[CH:38]=1)[CH3:26].C(N(CC)CC)C.[CH3:55][O:56][CH2:57][CH2:58][NH2:59]. Product: [CH2:25]([C:27]1[CH:35]=[CH:34][C:30]([C:31]([NH:59][CH2:58][CH2:57][O:56][CH3:55])=[O:33])=[CH:29][C:28]=1[N:36]([CH3:47])[C:37]1[N:42]=[CH:41][C:40]2[N:43]=[CH:44][N:45]([CH3:46])[C:39]=2[CH:38]=1)[CH3:26]. The catalyst class is: 3. (2) The catalyst class is: 528. Reactant: [CH:1]([C:4]1[CH:9]=[CH:8][C:7]([CH:10]2[C:14]3[C:15]([CH3:28])=[C:16]([NH:20][C:21](=[O:27])[CH2:22][C:23]([CH3:26])([CH3:25])[CH3:24])[C:17]([CH3:19])=[CH:18][C:13]=3[O:12][CH2:11]2)=[CH:6][CH:5]=1)([CH3:3])[CH3:2].[CH3:29][O:30]C(Cl)Cl.O. Product: [CH:29]([C:18]1[C:13]2[O:12][CH2:11][CH:10]([C:7]3[CH:6]=[CH:5][C:4]([CH:1]([CH3:2])[CH3:3])=[CH:9][CH:8]=3)[C:14]=2[C:15]([CH3:28])=[C:16]([NH:20][C:21](=[O:27])[CH2:22][C:23]([CH3:26])([CH3:25])[CH3:24])[C:17]=1[CH3:19])=[O:30]. (3) Reactant: [C:1]([O:5][C:6](=[O:31])[NH:7][CH2:8][C@@H:9]1[O:13][C:12](=[O:14])[N:11]([C:15]2[CH:16]=[CH:17][C:18]3[C:24](=O)[C:23](=[CH:26][N:27](C)C)[CH2:22][CH2:21][CH2:20][C:19]=3[CH:30]=2)[CH2:10]1)([CH3:4])([CH3:3])[CH3:2].O.[NH2:33]N. Product: [C:1]([O:5][C:6](=[O:31])[NH:7][CH2:8][C@@H:9]1[O:13][C:12](=[O:14])[N:11]([C:15]2[CH:16]=[CH:17][C:18]3[C:24]4[NH:33][N:27]=[CH:26][C:23]=4[CH2:22][CH2:21][CH2:20][C:19]=3[CH:30]=2)[CH2:10]1)([CH3:3])([CH3:4])[CH3:2]. The catalyst class is: 8.